This data is from Reaction yield outcomes from USPTO patents with 853,638 reactions. The task is: Predict the reaction yield, written as a fraction of the theoretical maximum amount of product (1.0 means a 100% yield; for example, 0.34 means a 34% yield). (1) The reactants are [CH2:1]([CH:3]([C:6]1[C:7]2[N:8]([CH:13]=[C:14]([CH3:16])[N:15]=2)[N:9]=[C:10]([CH3:12])[CH:11]=1)[CH2:4][CH3:5])[CH3:2].Br[C:18]1[S:22][C:21]([C:23]2[CH:28]=[CH:27][CH:26]=[C:25]([CH3:29])[N:24]=2)=[CH:20][C:19]=1[Cl:30].C([O-])([O-])=O.[Cs+].[Cs+].N#N.C1C=CC(P(C2C=CC=CC=2)C2C=CC=CC=2)=CC=1. The catalyst is CCOC(C)=O.C1C=CC(/C=C/C(/C=C/C2C=CC=CC=2)=O)=CC=1.C1C=CC(/C=C/C(/C=C/C2C=CC=CC=2)=O)=CC=1.C1C=CC(/C=C/C(/C=C/C2C=CC=CC=2)=O)=CC=1.[Pd].[Pd].CN(C=O)C. The product is [Cl:30][C:19]1[CH:20]=[C:21]([C:23]2[CH:28]=[CH:27][CH:26]=[C:25]([CH3:29])[N:24]=2)[S:22][C:18]=1[C:13]1[N:8]2[N:9]=[C:10]([CH3:12])[CH:11]=[C:6]([CH:3]([CH2:4][CH3:5])[CH2:1][CH3:2])[C:7]2=[N:15][C:14]=1[CH3:16]. The yield is 0.100. (2) The reactants are [N+:1]([C:4]1[CH:9]=[CH:8][C:7]([N:10]2[CH:14]3[CH2:15][CH2:16][CH:11]2[CH2:12][CH2:13]3)=[CH:6][C:5]=1[C:17]([F:20])([F:19])[F:18])([O-])=O. The catalyst is [Pd]. The product is [CH:11]12[N:10]([C:7]3[CH:8]=[CH:9][C:4]([NH2:1])=[C:5]([C:17]([F:20])([F:18])[F:19])[CH:6]=3)[CH:14]([CH2:13][CH2:12]1)[CH2:15][CH2:16]2. The yield is 0.910. (3) The reactants are [O:1]1[C:5]2[CH:6]=[CH:7][C:8]([C:10]([OH:12])=O)=[CH:9][C:4]=2[O:3][CH2:2]1.[NH2:13][CH2:14][C:15]1[CH:16]=[C:17]([C:21]2[S:25][C:24]([CH2:26][N:27]3[CH2:32][CH2:31][N:30](C(OC(C)(C)C)=O)[C@@H:29]([CH3:40])[CH2:28]3)=[CH:23][CH:22]=2)[CH:18]=[CH:19][CH:20]=1.C(Cl)CCl.C1C=CC2N(O)N=NC=2C=1.C([O-])([O-])=O.[Na+].[Na+]. The catalyst is C(Cl)(Cl)Cl. The product is [CH3:40][C@@H:29]1[NH:30][CH2:31][CH2:32][N:27]([CH2:26][C:24]2[S:25][C:21]([C:17]3[CH:16]=[C:15]([CH2:14][NH:13][C:10]([C:8]4[CH:7]=[CH:6][C:5]5[O:1][CH2:2][O:3][C:4]=5[CH:9]=4)=[O:12])[CH:20]=[CH:19][CH:18]=3)=[CH:22][CH:23]=2)[CH2:28]1. The yield is 0.730. (4) The reactants are [Cl:1][C:2]1[CH:3]=[C:4]([CH:9]2[C:14]3[CH:15]=[CH:16][S:17][C:13]=3[CH2:12][CH2:11][CH2:10]2)[CH:5]=[CH:6][C:7]=1[Cl:8].[O:18]1CCOCC1.C(#N)C.S(OOS([O-])(=O)=O)([O-])(=O)=O.[K+].[K+]. The catalyst is O.O.O.O.O.S([O-])([O-])(=O)=O.[Cu+2].O. The product is [Cl:1][C:2]1[CH:3]=[C:4]([CH:9]2[C:14]3[CH:15]=[CH:16][S:17][C:13]=3[C:12](=[O:18])[CH2:11][CH2:10]2)[CH:5]=[CH:6][C:7]=1[Cl:8]. The yield is 0.380. (5) The reactants are [CH3:1][N:2]1[CH2:15][CH2:14][C:5]2[NH:6][C:7]3[CH:8]=[CH:9][C:10]([CH3:13])=[CH:11][C:12]=3[C:4]=2[CH2:3]1.[OH-].[K+].[CH2:18]([C:21]1[CH:26]=[CH:25][C:24]([CH:27]=[CH2:28])=[CH:23][N:22]=1)[CH2:19][CH3:20]. The catalyst is CN1CCCC1=O.O. The product is [CH3:1][N:2]1[CH2:15][CH2:14][C:5]2[N:6]([CH2:28][CH2:27][C:24]3[CH:23]=[N:22][C:21]([CH2:18][CH2:19][CH3:20])=[CH:26][CH:25]=3)[C:7]3[CH:8]=[CH:9][C:10]([CH3:13])=[CH:11][C:12]=3[C:4]=2[CH2:3]1. The yield is 0.0900. (6) The reactants are [CH:1]1([CH2:6][C@@H:7]([C:19]([NH:21][NH:22][C:23]2[C:28]([F:29])=[C:27]([N:30]3[CH2:35][CH2:34][N:33]([CH3:36])[CH2:32][CH2:31]3)[N:26]=[C:25]([S:37][CH3:38])[N:24]=2)=[O:20])[CH2:8][N:9]([O:12]C2CCCCO2)[CH:10]=[O:11])[CH2:5][CH2:4][CH2:3][CH2:2]1. The catalyst is C(O)(=O)C.O. The product is [CH:1]1([CH2:6][C@@H:7]([C:19]([NH:21][NH:22][C:23]2[C:28]([F:29])=[C:27]([N:30]3[CH2:31][CH2:32][N:33]([CH3:36])[CH2:34][CH2:35]3)[N:26]=[C:25]([S:37][CH3:38])[N:24]=2)=[O:20])[CH2:8][N:9]([OH:12])[CH:10]=[O:11])[CH2:5][CH2:4][CH2:3][CH2:2]1. The yield is 0.651. (7) The reactants are [O:1]=[C:2]1[N:11]([CH2:12][C@H:13]2[CH2:18][CH2:17][C@H:16]([C:19](O)=[O:20])[CH2:15][CH2:14]2)[C:10](=[O:22])[C:9]2[C:4](=[CH:5][CH:6]=[CH:7][CH:8]=2)[NH:3]1.C(N(C(C)C)CC)(C)C.CN(C(ON1N=NC2C=CC=NC1=2)=[N+](C)C)C.F[P-](F)(F)(F)(F)F.[N:56]1[CH:61]=[CH:60][CH:59]=[N:58][C:57]=1[N:62]1[CH2:67][CH2:66][NH:65][CH2:64][CH2:63]1. The catalyst is CN(C=O)C.CO. The product is [N:56]1[CH:61]=[CH:60][CH:59]=[N:58][C:57]=1[N:62]1[CH2:67][CH2:66][N:65]([C:19]([C@H:16]2[CH2:15][CH2:14][C@H:13]([CH2:12][N:11]3[C:10](=[O:22])[C:9]4[C:4](=[CH:5][CH:6]=[CH:7][CH:8]=4)[NH:3][C:2]3=[O:1])[CH2:18][CH2:17]2)=[O:20])[CH2:64][CH2:63]1. The yield is 0.390. (8) The catalyst is CO. The yield is 0.370. The reactants are [C:1]([C:5]1[CH:12]=[CH:11][C:8]([CH:9]=O)=[CH:7][CH:6]=1)([CH3:4])([CH3:3])[CH3:2].[C:13]1([NH:19][CH2:20][CH2:21][NH2:22])[CH:18]=[CH:17][CH:16]=[CH:15][CH:14]=1.[BH4-].[Na+].[NH:25]1[C:33]2[C:28](=[CH:29][CH:30]=[CH:31][C:32]=2[C:34](O)=[O:35])[CH:27]=[CH:26]1.CCN=C=NCCCN(C)C.Cl. The product is [C:1]([C:5]1[CH:12]=[CH:11][C:8]([CH2:9][N:22]([CH2:21][CH2:20][NH:19][C:13]2[CH:18]=[CH:17][CH:16]=[CH:15][CH:14]=2)[C:34]([C:32]2[CH:31]=[CH:30][CH:29]=[C:28]3[C:33]=2[NH:25][CH:26]=[CH:27]3)=[O:35])=[CH:7][CH:6]=1)([CH3:4])([CH3:3])[CH3:2]. (9) The reactants are [C:1]([O:5]C(OC(OC(C)(C)C)=O)=O)(C)(C)C.[CH2:16]([NH:19][C:20]1[N:21]=[C:22]([NH2:30])[C:23]2[S:28][CH:27]=[C:26]([CH3:29])[C:24]=2[N:25]=1)[CH:17]=[CH2:18].[CH2:31]([NH2:35])[CH2:32][CH2:33][CH3:34].C(OCC)(=O)C.CCCCCC. The catalyst is C(#N)C. The product is [CH2:16]([NH:19][C:20]1[N:21]=[C:22]([NH:30][C:1](=[O:5])[NH:35][CH2:31][CH2:32][CH2:33][CH3:34])[C:23]2[S:28][CH:27]=[C:26]([CH3:29])[C:24]=2[N:25]=1)[CH:17]=[CH2:18]. The yield is 0.439. (10) The reactants are [OH-:1].[K+].[Br:3][C:4]1[CH:9]=[CH:8][C:7]([C:10]2([C:13]#N)[CH2:12][CH2:11]2)=[CH:6][CH:5]=1.Cl.C(O)C[OH:18]. No catalyst specified. The product is [Br:3][C:4]1[CH:9]=[CH:8][C:7]([C:10]2([C:13]([OH:18])=[O:1])[CH2:12][CH2:11]2)=[CH:6][CH:5]=1. The yield is 0.970.